This data is from Full USPTO retrosynthesis dataset with 1.9M reactions from patents (1976-2016). The task is: Predict the reactants needed to synthesize the given product. (1) Given the product [ClH:47].[F:1][C:2]1[CH:3]=[C:4]([C:8]2[CH:9]=[CH:10][C:11]([CH2:14][CH2:15][CH2:16][C:17]([NH:19][C:20]3[CH:21]=[CH:22][C:23]([CH3:39])=[C:24]([CH:26]4[CH2:31][CH2:30][NH:29][CH2:28][CH2:27]4)[CH:25]=3)=[O:18])=[CH:12][CH:13]=2)[CH:5]=[CH:6][CH:7]=1, predict the reactants needed to synthesize it. The reactants are: [F:1][C:2]1[CH:3]=[C:4]([C:8]2[CH:13]=[CH:12][C:11]([CH2:14][CH2:15][CH2:16][C:17]([NH:19][C:20]3[CH:21]=[CH:22][C:23]([CH3:39])=[C:24]([CH:26]4[CH2:31][CH2:30][N:29](C(OC(C)(C)C)=O)[CH2:28][CH2:27]4)[CH:25]=3)=[O:18])=[CH:10][CH:9]=2)[CH:5]=[CH:6][CH:7]=1.FC(F)(F)C(O)=O.[Cl:47]CCl. (2) The reactants are: [CH3:1][CH:2]1[N:7]([CH2:8][C:9]2[CH:14]=[CH:13][C:12]([C:15]3[CH:20]=[CH:19][CH:18]=[CH:17][CH:16]=3)=[CH:11][CH:10]=2)[CH2:6][CH2:5][N:4](C(OC(C)(C)C)=O)[CH2:3]1.FC(F)(F)C(O)=O. Given the product [CH3:1][CH:2]1[CH2:3][NH:4][CH2:5][CH2:6][N:7]1[CH2:8][C:9]1[CH:14]=[CH:13][C:12]([C:15]2[CH:20]=[CH:19][CH:18]=[CH:17][CH:16]=2)=[CH:11][CH:10]=1, predict the reactants needed to synthesize it. (3) Given the product [CH2:1]([O:3][C:4]1[CH:13]=[CH:12][C:7]2[N:8]([CH:29]([CH2:34][CH3:35])[C:30]([OH:32])=[O:31])[C:9](=[N:11][C:18](=[O:19])[C:17]3[CH:21]=[C:22]([C:24]([F:27])([F:26])[F:25])[CH:23]=[C:15]([F:14])[CH:16]=3)[S:10][C:6]=2[CH:5]=1)[CH3:2], predict the reactants needed to synthesize it. The reactants are: [CH2:1]([O:3][C:4]1[CH:13]=[CH:12][C:7]2[N:8]=[C:9]([NH2:11])[S:10][C:6]=2[CH:5]=1)[CH3:2].[F:14][C:15]1[CH:16]=[C:17]([CH:21]=[C:22]([C:24]([F:27])([F:26])[F:25])[CH:23]=1)[C:18](Cl)=[O:19].Br[CH:29]([CH2:34][CH3:35])[C:30]([O:32]C)=[O:31].COC1C=CC2N=C(N)SC=2C=1.ClC1C=C(C=CC=1)C(Cl)=O.BrCC(OCC)=O. (4) Given the product [N:16]1([CH2:21][CH2:22][C:23]2[CH:24]=[CH:25][C:26]([NH:29]/[CH:3]=[C:4]3\[C:5](=[O:15])[NH:6][C:7](=[O:14])[C:8]4[C:13]\3=[CH:12][CH:11]=[CH:10][CH:9]=4)=[CH:27][CH:28]=2)[CH2:20][CH2:19][CH2:18][CH2:17]1, predict the reactants needed to synthesize it. The reactants are: CO[CH:3]=[C:4]1[C:13]2[C:8](=[CH:9][CH:10]=[CH:11][CH:12]=2)[C:7](=[O:14])[NH:6][C:5]1=[O:15].[N:16]1([CH2:21][CH2:22][C:23]2[CH:28]=[CH:27][C:26]([NH2:29])=[CH:25][CH:24]=2)[CH2:20][CH2:19][CH2:18][CH2:17]1.